Dataset: Experimentally validated miRNA-target interactions with 360,000+ pairs, plus equal number of negative samples. Task: Binary Classification. Given a miRNA mature sequence and a target amino acid sequence, predict their likelihood of interaction. The miRNA is hsa-miR-1295b-5p with sequence CACCCAGAUCUGCGGCCUAAU. The protein sequence of the target gene is MVPRRPASLEVTVACIWLLTVILGVCISFNVDVKNSMSFSGPVEDMFGYTVQQYENEEGKWVLIGSPLVGQPKARTGDVYKCPVGRERSMPCVKLDLPVNTSIPNVTEIKENMTFGSTLVTNPKGGFLACGPLYAYRCGHLHYTTGICSDVSPTFQVVNSFAPVQECSTQLDIVIVLDGSNSIYPWESVTAFLNDLLKRMDIGPKQTQVGIVQYGANVTHEFNLNKYSSTEEVLVAANKIGRRGGLQTMTALGIDTARKEAFTEARGARRGVKKVMVIVTDGESHDNYRLKQVIQDCEDE.... Result: 0 (no interaction).